This data is from Forward reaction prediction with 1.9M reactions from USPTO patents (1976-2016). The task is: Predict the product of the given reaction. (1) Given the reactants [Na].[NH2:2][C:3]1[N:8]=[N:7][C:6]([C:9]([O:11][CH3:12])=[O:10])=[CH:5][CH:4]=1.Cl.[CH2:14](O)C, predict the reaction product. The product is: [NH2:2][C:3]1[N:8]=[N:7][C:6]([C:9]([O:11][CH2:12][CH3:14])=[O:10])=[CH:5][CH:4]=1. (2) Given the reactants [O:1]1[C:5]2[CH:6]=[CH:7][C:8]([C@@H:10]([NH:16][C:17]([O:19]C3C=CC([N+]([O-])=O)=CC=3)=O)[CH2:11][C:12]([O:14][CH3:15])=[O:13])=[CH:9][C:4]=2[O:3][CH2:2]1.[S:29]1[CH:33]=[CH:32][CH:31]=[C:30]1[CH2:34][N:35]([CH2:46][C:47]1[S:48][CH:49]=[CH:50][CH:51]=1)[C:36](=[O:45])[O:37][CH2:38][C@@H:39]([NH2:44])[CH2:40][CH2:41][CH2:42][CH3:43].C(N(CC)C(C)C)(C)C, predict the reaction product. The product is: [O:1]1[C:5]2[CH:6]=[CH:7][C:8]([C@H:10]([CH2:11][C:12]([O:14][CH3:15])=[O:13])[NH:16][C:17](=[O:19])[NH:44][C@@H:39]([CH2:40][CH2:41][CH2:42][CH3:43])[CH2:38][O:37][C:36](=[O:45])[N:35]([CH2:46][C:47]3[S:48][CH:49]=[CH:50][CH:51]=3)[CH2:34][C:30]3[S:29][CH:33]=[CH:32][CH:31]=3)=[CH:9][C:4]=2[O:3][CH2:2]1.